From a dataset of Full USPTO retrosynthesis dataset with 1.9M reactions from patents (1976-2016). Predict the reactants needed to synthesize the given product. (1) Given the product [Cl:14][C:6]1[N:7]=[CH:8][CH:9]=[C:10]2[C:5]=1[CH:4]=[CH:3][CH:2]=[N:1]2, predict the reactants needed to synthesize it. The reactants are: [N:1]1[C:10]2[CH:9]=[CH:8][N:7]=[C:6](O)[C:5]=2[CH:4]=[CH:3][CH:2]=1.P(Cl)(Cl)([Cl:14])=O. (2) The reactants are: [CH:1]1([NH:4][C:5]([C:7]2[CH:8]=[CH:9][C:10]([CH3:35])=[C:11]([C:13]3[CH:14]=[C:15]4[C:19](=[CH:20][CH:21]=3)[N:18]([CH:22]3[CH2:27][CH2:26][N:25](C(OC(C)(C)C)=O)[CH2:24][CH2:23]3)[N:17]=[CH:16]4)[CH:12]=2)=[O:6])[CH2:3][CH2:2]1.[ClH:36].CO. Given the product [ClH:36].[CH:1]1([NH:4][C:5](=[O:6])[C:7]2[CH:8]=[CH:9][C:10]([CH3:35])=[C:11]([C:13]3[CH:14]=[C:15]4[C:19](=[CH:20][CH:21]=3)[N:18]([CH:22]3[CH2:27][CH2:26][NH:25][CH2:24][CH2:23]3)[N:17]=[CH:16]4)[CH:12]=2)[CH2:3][CH2:2]1, predict the reactants needed to synthesize it. (3) Given the product [O:28]1[CH:32]=[CH:31][C:30]([C:2]2[N:7]=[C:6]([C:8]3[N:12]4[CH:13]=[CH:14][C:15]([C:17]([CH3:27])([O:19][Si:20]([CH2:25][CH3:26])([CH2:23][CH3:24])[CH2:21][CH3:22])[CH3:18])=[N:16][C:11]4=[N:10][CH:9]=3)[CH:5]=[CH:4][N:3]=2)=[CH:29]1, predict the reactants needed to synthesize it. The reactants are: Cl[C:2]1[N:7]=[C:6]([C:8]2[N:12]3[CH:13]=[CH:14][C:15]([C:17]([CH3:27])([O:19][Si:20]([CH2:25][CH3:26])([CH2:23][CH3:24])[CH2:21][CH3:22])[CH3:18])=[N:16][C:11]3=[N:10][CH:9]=2)[CH:5]=[CH:4][N:3]=1.[O:28]1[CH:32]=[CH:31][C:30](B(O)O)=[CH:29]1.[O-]P([O-])([O-])=O.[K+].[K+].[K+]. (4) Given the product [CH3:6][C:7]1[S:8][C:9]([B:16]([OH:17])[OH:15])=[CH:10][CH:11]=1, predict the reactants needed to synthesize it. The reactants are: [Li]CCCC.[CH3:6][C:7]1[S:8][CH:9]=[CH:10][CH:11]=1.C([O:15][B:16](OC(C)C)[O:17]C(C)C)(C)C. (5) Given the product [OH:33][C:30]1([CH2:34][CH2:35][N:36]2[CH2:41][CH2:40][C@H:39]([OH:42])[C@@H:38]([CH3:43])[CH2:37]2)[CH2:31][CH2:32][CH:27]([NH:26][C:23]([C:17]2[NH:18][C:19]3[C:15]([CH:16]=2)=[C:14]([O:13][CH2:12][C:9]2[C:8]4[C:3]([O:2][CH3:1])=[CH:4][CH:5]=[CH:6][C:7]=4[O:11][CH:10]=2)[CH:22]=[CH:21][CH:20]=3)=[O:25])[CH2:28][CH2:29]1, predict the reactants needed to synthesize it. The reactants are: [CH3:1][O:2][C:3]1[C:8]2[C:9]([CH2:12][O:13][C:14]3[CH:22]=[CH:21][CH:20]=[C:19]4[C:15]=3[CH:16]=[C:17]([C:23]([OH:25])=O)[NH:18]4)=[CH:10][O:11][C:7]=2[CH:6]=[CH:5][CH:4]=1.[NH2:26][CH:27]1[CH2:32][CH2:31][C:30]([CH2:34][CH2:35][N:36]2[CH2:41][CH2:40][C@H:39]([OH:42])[C@@H:38]([CH3:43])[CH2:37]2)([OH:33])[CH2:29][CH2:28]1. (6) Given the product [Cl:21][C:22]1[CH:27]=[C:26]([S:11][C:12]2[CH:17]=[CH:16][CH:15]=[C:14]([N+:18]([O-:20])=[O:19])[CH:13]=2)[CH:25]=[CH:24][C:23]=1[NH:29][C:30](=[O:38])[C@:31]([OH:37])([CH3:36])[C:32]([F:33])([F:35])[F:34], predict the reactants needed to synthesize it. The reactants are: [N+:18]([C:14]1[CH:13]=[C:12]([S:11][S:11][C:12]2[CH:17]=[CH:16][CH:15]=[C:14]([N+:18]([O-:20])=[O:19])[CH:13]=2)[CH:17]=[CH:16][CH:15]=1)([O-:20])=[O:19].[Cl:21][C:22]1[CH:27]=[C:26](I)[CH:25]=[CH:24][C:23]=1[NH:29][C:30](=[O:38])[C@:31]([OH:37])([CH3:36])[C:32]([F:35])([F:34])[F:33]. (7) Given the product [ClH:22].[O-:20][N+:12]1[C:13]([C:16]([F:17])([F:18])[F:19])=[CH:14][CH:15]=[C:10]([C@H:8]([NH2:7])[CH3:9])[CH:11]=1, predict the reactants needed to synthesize it. The reactants are: C(OC(=O)[NH:7][C@@H:8]([C:10]1[CH:11]=[N+:12]([O-:20])[C:13]([C:16]([F:19])([F:18])[F:17])=[CH:14][CH:15]=1)[CH3:9])(C)(C)C.[ClH:22].